Dataset: Forward reaction prediction with 1.9M reactions from USPTO patents (1976-2016). Task: Predict the product of the given reaction. (1) Given the reactants [NH2:1][C:2]1[N:7]=[C:6]([N:8]2[CH2:22][CH2:21][C:11]3([CH2:15][NH:14][C@H:13]([C:16]([O:18]CC)=[O:17])[CH2:12]3)[CH2:10][CH2:9]2)[CH:5]=[C:4]([O:23][C@H:24]([C:29]2[CH:34]=[CH:33][C:32]([Cl:35])=[CH:31][C:30]=2[C:36]2[CH:41]=[CH:40][CH:39]=[CH:38][CH:37]=2)[C:25]([F:28])([F:27])[F:26])[N:3]=1.[Li+].[OH-], predict the reaction product. The product is: [NH2:1][C:2]1[N:7]=[C:6]([N:8]2[CH2:9][CH2:10][C:11]3([CH2:15][NH:14][C@H:13]([C:16]([OH:18])=[O:17])[CH2:12]3)[CH2:21][CH2:22]2)[CH:5]=[C:4]([O:23][C@H:24]([C:29]2[CH:34]=[CH:33][C:32]([Cl:35])=[CH:31][C:30]=2[C:36]2[CH:41]=[CH:40][CH:39]=[CH:38][CH:37]=2)[C:25]([F:28])([F:27])[F:26])[N:3]=1. (2) Given the reactants [Br:1][C:2]1[CH:11]=[CH:10][CH:9]=[C:8]2[C:3]=1[C:4](=[O:22])[N:5]([CH2:14][C:15]1[CH:20]=[CH:19][CH:18]=[CH:17][C:16]=1[Cl:21])[C:6]([CH2:12]Cl)=[N:7]2.[C:23](=[O:26])([O-])[O-].[K+].[K+].I[C:30]1[C:38]2[C:33](=[N:34][CH:35]=[N:36][C:37]=2[NH2:39])[NH:32][N:31]=1, predict the reaction product. The product is: [NH2:39][C:37]1[N:36]=[CH:35][N:34]=[C:33]2[N:32]([CH2:12][C:6]3[N:5]([CH2:14][C:15]4[CH:20]=[CH:19][CH:18]=[CH:17][C:16]=4[Cl:21])[C:4](=[O:22])[C:3]4[C:8](=[CH:9][CH:10]=[CH:11][C:2]=4[Br:1])[N:7]=3)[N:31]=[C:30]([C:3]3[CH:2]=[CH:11][CH:10]=[C:23]([OH:26])[CH:4]=3)[C:38]=12. (3) Given the reactants [F:1][C:2]1[CH:7]=[CH:6][C:5](/[CH:8]=[CH:9]/[C:10]2[C:18]3[C:13](=[CH:14][CH:15]=[C:16]([C:21](O)=[O:22])[C:17]=3[O:19][CH3:20])[NH:12][N:11]=2)=[CH:4][CH:3]=1.Cl.[C:25]([O:29][C:30](=[O:33])[CH2:31][NH2:32])([CH3:28])([CH3:27])[CH3:26].C(N(C(C)C)CC)(C)C.ON1C2C=CC=CC=2N=N1.CCN=C=NCCCN(C)C.Cl, predict the reaction product. The product is: [C:25]([O:29][C:30](=[O:33])[CH:31]([C:21]([C:16]1[C:17]([O:19][CH3:20])=[C:18]2[C:13](=[CH:14][CH:15]=1)[NH:12][N:11]=[C:10]2/[CH:9]=[CH:8]/[C:5]1[CH:4]=[CH:3][C:2]([F:1])=[CH:7][CH:6]=1)=[O:22])[NH2:32])([CH3:28])([CH3:27])[CH3:26]. (4) The product is: [F:13][C:14]1[CH:19]=[CH:18][C:17]([O:20][C:7]2[C:6]([F:9])=[CH:5][C:4]([N+:10]([O-:12])=[O:11])=[CH:3][C:2]=2[F:1])=[CH:16][CH:15]=1. Given the reactants [F:1][C:2]1[CH:3]=[C:4]([N+:10]([O-:12])=[O:11])[CH:5]=[C:6]([F:9])[C:7]=1F.[F:13][C:14]1[CH:19]=[CH:18][C:17]([OH:20])=[CH:16][CH:15]=1, predict the reaction product. (5) Given the reactants [NH2:1][C:2]1[CH:7]=[CH:6][C:5]([C:8]2[CH:13]=[CH:12][C:11]([C:14](=[O:29])[CH2:15][CH:16]([CH2:22][C:23]3[CH:28]=[CH:27][CH:26]=[CH:25][CH:24]=3)[C:17]([O:19]CC)=[O:18])=[CH:10][CH:9]=2)=[CH:4][CH:3]=1.[C:30](Cl)(=[O:35])[CH2:31][CH2:32][CH2:33][CH3:34].CCN(C(C)C)C(C)C, predict the reaction product. The product is: [CH2:22]([CH:16]([CH2:15][C:14](=[O:29])[C:11]1[CH:10]=[CH:9][C:8]([C:5]2[CH:4]=[CH:3][C:2]([NH:1][C:30](=[O:35])[CH2:31][CH2:32][CH2:33][CH3:34])=[CH:7][CH:6]=2)=[CH:13][CH:12]=1)[C:17]([OH:19])=[O:18])[C:23]1[CH:28]=[CH:27][CH:26]=[CH:25][CH:24]=1. (6) The product is: [CH2:32]([O:10][C:8]1[N:7]([CH2:11][C:12]2[CH:17]=[CH:16][C:15]([C:18]3[C:19]([C:24]#[N:25])=[CH:20][CH:21]=[CH:22][CH:23]=3)=[CH:14][CH:13]=2)[C:6]2[S:26][C:3]([CH2:1][CH3:2])=[CH:4][C:5]=2[N:9]=1)[CH3:33]. Given the reactants [CH2:1]([C:3]1[S:26][C:6]2[N:7]([CH2:11][C:12]3[CH:17]=[CH:16][C:15]([C:18]4[C:19]([C:24]#[N:25])=[CH:20][CH:21]=[CH:22][CH:23]=4)=[CH:14][CH:13]=3)[C:8](=[O:10])[NH:9][C:5]=2[CH:4]=1)[CH3:2].F[B-](F)(F)F.[CH2:32]([O+](CC)CC)[CH3:33], predict the reaction product. (7) Given the reactants [CH2:1]([N:8]1[C@@H:12]2[CH2:13][C:14]([F:18])([F:17])[CH2:15][CH2:16][C@H:11]2[O:10]C1=O)[C:2]1[CH:7]=[CH:6][CH:5]=[CH:4][CH:3]=1.O.[OH-].[K+], predict the reaction product. The product is: [CH2:1]([NH:8][C@@H:12]1[CH2:13][C:14]([F:17])([F:18])[CH2:15][CH2:16][C@H:11]1[OH:10])[C:2]1[CH:3]=[CH:4][CH:5]=[CH:6][CH:7]=1. (8) Given the reactants Br[C:2]1[S:6][C:5]2[CH2:7][CH2:8][CH2:9][CH2:10][C:11](=[O:12])[C:4]=2[CH:3]=1.O1CCOCC1.[N:19]1[CH:24]=[CH:23][C:22](B(O)O)=[CH:21][CH:20]=1.C(=O)([O-])[O-].[Cs+].[Cs+].ClCCl, predict the reaction product. The product is: [N:19]1[CH:24]=[CH:23][C:22]([C:2]2[S:6][C:5]3[CH2:7][CH2:8][CH2:9][CH2:10][C:11](=[O:12])[C:4]=3[CH:3]=2)=[CH:21][CH:20]=1. (9) Given the reactants ClC(Cl)(Cl)COC([N:7]([C:16]1[CH:17]=[N:18][CH:19]=[CH:20][CH:21]=1)[C:8]([O:10]CC(Cl)(Cl)Cl)=O)=O.[C:24]1([C:30]2[N:34]=[C:33]([N:35]3[CH2:40][CH2:39][NH:38][CH2:37][CH2:36]3)[S:32][N:31]=2)[CH:29]=[CH:28][CH:27]=[CH:26][CH:25]=1.C(N(C(C)C)CC)(C)C.O, predict the reaction product. The product is: [C:24]1([C:30]2[N:34]=[C:33]([N:35]3[CH2:40][CH2:39][N:38]([C:8]([NH:7][C:16]4[CH:17]=[N:18][CH:19]=[CH:20][CH:21]=4)=[O:10])[CH2:37][CH2:36]3)[S:32][N:31]=2)[CH:25]=[CH:26][CH:27]=[CH:28][CH:29]=1. (10) The product is: [Br:1][C:2]1[CH:12]=[CH:11][C:5]2[CH2:6][CH2:7][N:8]([CH:13]3[CH2:16][CH2:15][CH2:14]3)[CH2:9][CH2:10][C:4]=2[CH:3]=1. Given the reactants [Br:1][C:2]1[CH:12]=[CH:11][C:5]2[CH2:6][CH2:7][NH:8][CH2:9][CH2:10][C:4]=2[CH:3]=1.[C:13]1(=O)[CH2:16][CH2:15][CH2:14]1.C(O[BH-](OC(=O)C)OC(=O)C)(=O)C.[Na+].[OH-].[Na+], predict the reaction product.